From a dataset of Forward reaction prediction with 1.9M reactions from USPTO patents (1976-2016). Predict the product of the given reaction. (1) The product is: [CH:1]1([NH:5][C:6]([C:8]2[CH:13]=[CH:12][C:11]([C:14]3[CH2:15][C:16]([C:28]4[CH:29]=[C:30]([Cl:35])[CH:31]=[C:32]([Cl:34])[CH:33]=4)([C:24]([F:27])([F:26])[F:25])[S:17][C:18]=3[C:19]([OH:21])=[O:20])=[CH:10][C:9]=2[CH3:36])=[O:7])[CH2:2][CH2:3][CH2:4]1. Given the reactants [CH:1]1([NH:5][C:6]([C:8]2[CH:13]=[CH:12][C:11]([C:14]3[CH2:15][C:16]([C:28]4[CH:33]=[C:32]([Cl:34])[CH:31]=[C:30]([Cl:35])[CH:29]=4)([C:24]([F:27])([F:26])[F:25])[S:17][C:18]=3[C:19]([O:21]CC)=[O:20])=[CH:10][C:9]=2[CH3:36])=[O:7])[CH2:4][CH2:3][CH2:2]1.[OH-].[Li+].Cl, predict the reaction product. (2) Given the reactants [CH3:1][O:2][C:3]1[CH:16]=[CH:15][CH:14]=[CH:13][C:4]=1[CH2:5][N:6]1[CH2:11][CH2:10][C:9](=[O:12])[CH2:8][CH2:7]1.[Si](OS(C(F)(F)F)(=O)=O)(C)(C)C.[CH3:29][C:30]1[CH:44]=[CH:43][C:33]([CH:34](O)[C:35]2[CH:40]=[CH:39][C:38]([CH3:41])=[CH:37][CH:36]=2)=[CH:32][CH:31]=1.C(=O)(O)[O-].[Na+], predict the reaction product. The product is: [CH3:29][C:30]1[CH:44]=[CH:43][C:33]([CH:34]([C:35]2[CH:40]=[CH:39][C:38]([CH3:41])=[CH:37][CH:36]=2)[CH:10]2[C:9](=[O:12])[CH2:8][CH2:7][N:6]([CH2:5][C:4]3[CH:13]=[CH:14][CH:15]=[CH:16][C:3]=3[O:2][CH3:1])[CH2:11]2)=[CH:32][CH:31]=1.